Predict the reactants needed to synthesize the given product. From a dataset of Full USPTO retrosynthesis dataset with 1.9M reactions from patents (1976-2016). (1) Given the product [NH2:1][C:4]1[CH:9]=[CH:8][C:7]([N:10]([CH2:18][CH2:19][C:20]2[N:21]=[CH:22][S:23][CH:24]=2)[C:11](=[O:17])[O:12][C:13]([CH3:14])([CH3:15])[CH3:16])=[CH:6][CH:5]=1, predict the reactants needed to synthesize it. The reactants are: [N+:1]([C:4]1[CH:9]=[CH:8][C:7]([N:10]([CH2:18][CH2:19][C:20]2[N:21]=[CH:22][S:23][CH:24]=2)[C:11](=[O:17])[O:12][C:13]([CH3:16])([CH3:15])[CH3:14])=[CH:6][CH:5]=1)([O-])=O.[H][H]. (2) The reactants are: Cl.[C:2]([NH2:10])(=[NH:9])[C:3]1[CH:8]=[CH:7][CH:6]=[CH:5][CH:4]=1.[C:11](OCC)(=[O:18])[CH2:12][C:13](OCC)=[O:14].C1CCN2C(=NCCC2)CC1. Given the product [C:3]1([C:2]2[N:10]=[C:13]([OH:14])[CH:12]=[C:11]([OH:18])[N:9]=2)[CH:8]=[CH:7][CH:6]=[CH:5][CH:4]=1, predict the reactants needed to synthesize it. (3) Given the product [C:1]([C:3]1[CH:8]=[CH:7][C:6]([C:9]2([F:83])[CH2:12][N:11]([C:13]([C:15]3[CH:16]=[CH:17][C:18]([CH3:41])=[C:19]([C:21]4[NH:25][C:24]([C:26]5([CH3:39])[CH2:31][CH2:30][N:29]([C:32]([O:34][CH3:35])=[O:33])[CH2:28][CH2:27]5)=[N:23][C:22]=4[CH3:40])[CH:20]=3)=[O:14])[CH2:10]2)=[CH:5][CH:4]=1)#[N:2], predict the reactants needed to synthesize it. The reactants are: [C:1]([C:3]1[CH:8]=[CH:7][C:6]([CH:9]2[CH2:12][N:11]([C:13]([C:15]3[CH:16]=[CH:17][C:18]([CH3:41])=[C:19]([C:21]4[NH:25][C:24]([C:26]5([CH3:39])[CH2:31][CH2:30][N:29]([C:32]([O:34][C:35](C)(C)C)=[O:33])[CH2:28][CH2:27]5)=[N:23][C:22]=4[CH3:40])[CH:20]=3)=[O:14])[CH2:10]2)=[CH:5][CH:4]=1)#[N:2].C(C1C=CC(C2CN(C(C3C=CC(C)=C(C4N=C(C5CCN(C(OC(C)(C)C)=O)CC5)NC=4C)C=3)=O)C2)=CC=1)#N.Cl.[F:83]C1(C2C=CC(C#N)=CC=2)CNC1.Cl.N1CC(C2C=CC(C#N)=CC=2)C1. (4) The reactants are: [Cl:1][C:2]1[C:3]([C:12]2[O:13][CH:14]=[CH:15][CH:16]=2)=[N:4][C:5]([NH2:11])=[N:6][C:7]=1S(C)=O.[NH2:17][CH2:18][CH2:19][C:20]1[CH:25]=[CH:24][C:23]([OH:26])=[CH:22][CH:21]=1. Given the product [NH2:11][C:5]1[N:6]=[C:7]([NH:17][CH2:18][CH2:19][C:20]2[CH:25]=[CH:24][C:23]([OH:26])=[CH:22][CH:21]=2)[C:2]([Cl:1])=[C:3]([C:12]2[O:13][CH:14]=[CH:15][CH:16]=2)[N:4]=1, predict the reactants needed to synthesize it. (5) Given the product [C:1]([C:3]1[C:7]2[CH:8]=[C:9]([CH:21]3[CH2:23][CH2:22]3)[C:10]([N:12]([CH2:17][CH2:18][S:19]([CH3:20])=[O:31])[S:13]([CH3:16])(=[O:14])=[O:15])=[CH:11][C:6]=2[O:5][C:4]=1[C:24]1[CH:25]=[CH:26][C:27]([F:30])=[CH:28][CH:29]=1)#[N:2], predict the reactants needed to synthesize it. The reactants are: [C:1]([C:3]1[C:7]2[CH:8]=[C:9]([CH:21]3[CH2:23][CH2:22]3)[C:10]([N:12]([CH2:17][CH2:18][S:19][CH3:20])[S:13]([CH3:16])(=[O:15])=[O:14])=[CH:11][C:6]=2[O:5][C:4]=1[C:24]1[CH:29]=[CH:28][C:27]([F:30])=[CH:26][CH:25]=1)#[N:2].[OH:31]S([O-])(=O)=O.[K+].